Dataset: Reaction yield outcomes from USPTO patents with 853,638 reactions. Task: Predict the reaction yield, written as a fraction of the theoretical maximum amount of product (1.0 means a 100% yield; for example, 0.34 means a 34% yield). (1) The reactants are Br[C:2]1[C:3]([F:17])=[C:4]2[O:8][C:7]([CH:9]3[CH2:11][CH2:10]3)=[N:6][C:5]2=[C:12]([C:15]#[N:16])[C:13]=1[CH3:14].C([Sn](CCCC)(CCCC)[C:23]1[CH:28]=[CH:27][CH:26]=[CH:25][N:24]=1)CCC. The catalyst is C1(C)C=CC=CC=1.Cl[Pd](Cl)([P](C1C=CC=CC=1)(C1C=CC=CC=1)C1C=CC=CC=1)[P](C1C=CC=CC=1)(C1C=CC=CC=1)C1C=CC=CC=1.C(C1(C)C(O)=C(C(C)(C)C)C=CC1)(C)(C)C. The product is [CH:9]1([C:7]2[O:8][C:4]3[C:5](=[C:12]([C:15]#[N:16])[C:13]([CH3:14])=[C:2]([C:23]4[CH:28]=[CH:27][CH:26]=[CH:25][N:24]=4)[C:3]=3[F:17])[N:6]=2)[CH2:11][CH2:10]1. The yield is 0.920. (2) The reactants are Cl[C:2]1[N:7]=[CH:6][C:5]2[CH:8]=[N:9][N:10]([C:11]3[N:16]=[C:15]([N:17]4[CH2:23][CH2:22][CH2:21][N:20]([C:24]([O:26][C:27]([CH3:30])([CH3:29])[CH3:28])=[O:25])[CH2:19][CH2:18]4)[CH:14]=[CH:13][CH:12]=3)[C:4]=2[CH:3]=1.[N:31]1[CH:36]=[C:35](B(O)O)[CH:34]=[N:33][CH:32]=1.C([O-])(O)=O.[Na+]. The catalyst is O1CCOCC1.C1C=CC(P(C2C=CC=CC=2)[C-]2C=CC=C2)=CC=1.C1C=CC(P(C2C=CC=CC=2)[C-]2C=CC=C2)=CC=1.Cl[Pd]Cl.[Fe+2]. The product is [N:31]1[CH:36]=[C:35]([C:2]2[N:7]=[CH:6][C:5]3[CH:8]=[N:9][N:10]([C:11]4[N:16]=[C:15]([N:17]5[CH2:23][CH2:22][CH2:21][N:20]([C:24]([O:26][C:27]([CH3:29])([CH3:30])[CH3:28])=[O:25])[CH2:19][CH2:18]5)[CH:14]=[CH:13][CH:12]=4)[C:4]=3[CH:3]=2)[CH:34]=[N:33][CH:32]=1. The yield is 0.740. (3) The reactants are [NH2:1][C@@H:2]([CH2:33][C:34]1[CH:39]=[CH:38][CH:37]=[CH:36][CH:35]=1)[C@@H:3]([OH:32])[CH2:4][C@@H:5]([NH:19][C:20]([C@@H:22]([NH:27][C:28](=[O:31])[O:29][CH3:30])[C:23]([CH3:26])([CH3:25])[CH3:24])=[O:21])[CH2:6][C:7]1[CH:12]=[CH:11][C:10]([C:13]2[CH:18]=[CH:17][CH:16]=[CH:15][N:14]=2)=[CH:9][CH:8]=1.[CH3:40][C:41]([CH3:58])([CH3:57])[C@H:42]([NH:46][C:47](=[O:56])[CH2:48][O:49][C:50]1[CH:55]=[CH:54][CH:53]=[CH:52][CH:51]=1)[C:43](O)=[O:44].CCOP(ON1N=NC2C=CC=CC=2C1=O)(OCC)=O.C(N(CC)C(C)C)(C)C. The catalyst is C1COCC1. The product is [CH3:40][C:41]([CH3:58])([CH3:57])[C@H:42]([NH:46][C:47](=[O:56])[CH2:48][O:49][C:50]1[CH:55]=[CH:54][CH:53]=[CH:52][CH:51]=1)[C:43]([NH:1][C@@H:2]([CH2:33][C:34]1[CH:35]=[CH:36][CH:37]=[CH:38][CH:39]=1)[C@@H:3]([OH:32])[CH2:4][C@@H:5]([NH:19][C:20]([C@@H:22]([NH:27][C:28](=[O:31])[O:29][CH3:30])[C:23]([CH3:26])([CH3:25])[CH3:24])=[O:21])[CH2:6][C:7]1[CH:12]=[CH:11][C:10]([C:13]2[CH:18]=[CH:17][CH:16]=[CH:15][N:14]=2)=[CH:9][CH:8]=1)=[O:44]. The yield is 0.380. (4) The reactants are [C:1]([C:3]1[CH:8]=[CH:7][C:6]([C:9]2([O:12][CH2:13][C:14]3[CH:19]=[CH:18][CH:17]=[CH:16][CH:15]=3)[CH2:11][CH2:10]2)=[C:5]([CH2:20][CH3:21])[CH:4]=1)#[CH:2].[CH3:22][O:23][C:24](=[O:33])[CH2:25][C:26]1[CH:31]=[CH:30][C:29](I)=[CH:28][CH:27]=1. The catalyst is C(N(CC)CC)C.[Cu]I.Cl[Pd](Cl)([P](C1C=CC=CC=1)(C1C=CC=CC=1)C1C=CC=CC=1)[P](C1C=CC=CC=1)(C1C=CC=CC=1)C1C=CC=CC=1. The product is [CH2:13]([O:12][C:9]1([C:6]2[CH:7]=[CH:8][C:3]([C:1]#[C:2][C:29]3[CH:30]=[CH:31][C:26]([CH2:25][C:24]([O:23][CH3:22])=[O:33])=[CH:27][CH:28]=3)=[CH:4][C:5]=2[CH2:20][CH3:21])[CH2:11][CH2:10]1)[C:14]1[CH:15]=[CH:16][CH:17]=[CH:18][CH:19]=1. The yield is 0.790. (5) The reactants are I[C:2]1[CH:7]=[CH:6][C:5]([S:8]([NH:11][C:12]2[S:13][CH:14]=[CH:15][N:16]=2)(=[O:10])=[O:9])=[CH:4][CH:3]=1.[CH2:17]1[C:25]2[C:20](=[CH:21][CH:22]=[CH:23][CH:24]=2)[CH2:19][CH:18]1[N:26]1[CH2:30][CH2:29][NH:28][C:27]1=[O:31].C(=O)([O-])[O-].[K+].[K+]. The catalyst is [Cu]I.CN1C(=O)CCC1. The product is [CH2:19]1[C:20]2[C:25](=[CH:24][CH:23]=[CH:22][CH:21]=2)[CH2:17][CH:18]1[N:26]1[CH2:30][CH2:29][N:28]([C:2]2[CH:7]=[CH:6][C:5]([S:8]([NH:11][C:12]3[S:13][CH:14]=[CH:15][N:16]=3)(=[O:10])=[O:9])=[CH:4][CH:3]=2)[C:27]1=[O:31]. The yield is 0.100. (6) The reactants are [CH3:1][C:2]1[CH:3]=[C:4]([CH:7]=[CH:8][CH:9]=1)[CH:5]=O.[O:10]=[C:11]([CH:13](P(=O)(OCC)OCC)[CH2:14][CH2:15][CH2:16][CH2:17][CH3:18])[CH3:12]. No catalyst specified. The product is [CH3:1][C:2]1[CH:3]=[C:4]([CH:7]=[CH:8][CH:9]=1)/[CH:5]=[C:13](\[CH2:14][CH2:15][CH2:16][CH2:17][CH3:18])/[C:11](=[O:10])[CH3:12]. The yield is 0.260. (7) The reactants are [H-].[Al+3].[Li+].[H-].[H-].[H-].[CH3:7][C:8]1[CH:39]=[CH:38][C:11]([CH2:12][N:13]2[C:21]3[C:16](=[CH:17][C:18]([C:22]4[CH:27]=[CH:26][C:25]([O:28][C:29]([F:32])([F:31])[F:30])=[CH:24][CH:23]=4)=[CH:19][CH:20]=3)[CH:15]=[C:14]2[C:33](OCC)=[O:34])=[CH:10][CH:9]=1. The catalyst is C(OCC)C. The product is [CH3:7][C:8]1[CH:9]=[CH:10][C:11]([CH2:12][N:13]2[C:21]3[C:16](=[CH:17][C:18]([C:22]4[CH:27]=[CH:26][C:25]([O:28][C:29]([F:31])([F:32])[F:30])=[CH:24][CH:23]=4)=[CH:19][CH:20]=3)[CH:15]=[C:14]2[CH2:33][OH:34])=[CH:38][CH:39]=1. The yield is 0.860. (8) The reactants are C[O:2][C:3]([C:5]1[C:13]2[N:12]=[CH:11][NH:10][C:9]=2[CH:8]=[CH:7][CH:6]=1)=O.[H-].[H-].[H-].[H-].[Li+].[Al+3]. The catalyst is C1COCC1. The product is [NH:10]1[C:9]2[CH:8]=[CH:7][CH:6]=[C:5]([CH2:3][OH:2])[C:13]=2[N:12]=[CH:11]1. The yield is 0.710. (9) The reactants are [CH3:1][C:2]1[CH:3]=[C:4]([C:8]2[N:9]=[C:10]3[CH:15]=[CH:14][CH:13]=[N:12][N:11]3[C:16]=2[C:17]2[CH:22]=[CH:21][N:20]=[C:19]([NH2:23])[CH:18]=2)[CH:5]=[CH:6][CH:7]=1.[F:24][C:25]1[CH:33]=[CH:32][C:28]([C:29](Cl)=[O:30])=[CH:27][CH:26]=1.C(N(CC)CC)C.C(=O)([O-])O.[Na+]. The catalyst is O1CCCC1. The product is [F:24][C:25]1[CH:33]=[CH:32][C:28]([C:29]([NH:23][C:19]2[CH:18]=[C:17]([C:16]3[N:11]4[N:12]=[CH:13][CH:14]=[CH:15][C:10]4=[N:9][C:8]=3[C:4]3[CH:5]=[CH:6][CH:7]=[C:2]([CH3:1])[CH:3]=3)[CH:22]=[CH:21][N:20]=2)=[O:30])=[CH:27][CH:26]=1. The yield is 0.520. (10) The reactants are [C:1]([OH:13])(=[O:12])[CH2:2][C:3]1[C:4](=[CH:8][CH:9]=[CH:10][CH:11]=1)[C:5]([OH:7])=O.[CH3:14][O:15][CH2:16][CH2:17][CH2:18][N:19]=[CH:20][C:21]1[S:22][CH:23]=[CH:24][CH:25]=1.C(=O)([O-])[O-].[Na+].[Na+]. The catalyst is C(Cl)(Cl)Cl. The product is [CH3:14][O:15][CH2:16][CH2:17][CH2:18][N:19]1[CH:20]([C:21]2[S:22][CH:23]=[CH:24][CH:25]=2)[CH:2]([C:1]([OH:13])=[O:12])[C:3]2[C:4](=[CH:8][CH:9]=[CH:10][CH:11]=2)[C:5]1=[O:7]. The yield is 0.830.